From a dataset of Reaction yield outcomes from USPTO patents with 853,638 reactions. Predict the reaction yield, written as a fraction of the theoretical maximum amount of product (1.0 means a 100% yield; for example, 0.34 means a 34% yield). (1) The reactants are [F:1][C:2]1[CH:7]=[C:6](I)[CH:5]=[CH:4][C:3]=1[N:9]1[CH:14]=[C:13]([O:15][CH3:16])[C:12](=[O:17])[C:11]([C:18]2[N:22]([C:23]3[CH:28]=[CH:27][CH:26]=[CH:25][CH:24]=3)[N:21]=[CH:20][CH:19]=2)=[N:10]1.[NH:29]1[CH:33]=[CH:32][CH:31]=[N:30]1.C(=NO)C1C(=CC=CC=1)O.C([O-])([O-])=O.[Cs+].[Cs+]. The catalyst is CC#N.O. The product is [F:1][C:2]1[CH:7]=[C:6]([N:29]2[CH:33]=[CH:32][CH:31]=[N:30]2)[CH:5]=[CH:4][C:3]=1[N:9]1[CH:14]=[C:13]([O:15][CH3:16])[C:12](=[O:17])[C:11]([C:18]2[N:22]([C:23]3[CH:28]=[CH:27][CH:26]=[CH:25][CH:24]=3)[N:21]=[CH:20][CH:19]=2)=[N:10]1. The yield is 0.440. (2) The reactants are [OH:1][CH2:2][CH2:3][CH:4]1[CH2:8][C:7]2[CH:9]=[C:10]([C:13]3[CH:20]=[CH:19][C:16]([C:17]#[N:18])=[CH:15][CH:14]=3)[CH:11]=[CH:12][C:6]=2[O:5]1.[CH3:21][S:22](Cl)(=[O:24])=[O:23].C(N(CC)CC)C. The catalyst is C(Cl)Cl. The product is [CH3:21][S:22]([O:1][CH2:2][CH2:3][CH:4]1[CH2:8][C:7]2[CH:9]=[C:10]([C:13]3[CH:20]=[CH:19][C:16]([C:17]#[N:18])=[CH:15][CH:14]=3)[CH:11]=[CH:12][C:6]=2[O:5]1)(=[O:24])=[O:23]. The yield is 0.900. (3) The reactants are [Cl:1][C:2]1[CH:7]=[CH:6][N:5]=[C:4]([NH:8][C:9](=[O:14])[C:10]([CH3:13])([CH3:12])[CH3:11])[CH:3]=1.[Cl:15]N1C(=O)CCC1=O.O. The catalyst is CC#N. The product is [Cl:1][C:2]1[C:7]([Cl:15])=[CH:6][N:5]=[C:4]([NH:8][C:9](=[O:14])[C:10]([CH3:11])([CH3:13])[CH3:12])[CH:3]=1. The yield is 0.790. (4) The reactants are C([O:3][C:4]([C:6]1[CH:7]=[N:8][C:9]2[C:14]([CH:15]=1)=[CH:13][CH:12]=[C:11]([NH:16][C:17]([C:19]1[C:20]([C:25]3[CH:30]=[CH:29][C:28]([C:31]([F:34])([F:33])[F:32])=[CH:27][CH:26]=3)=[CH:21][CH:22]=[CH:23][CH:24]=1)=[O:18])[CH:10]=2)=[O:5])C.[OH-].[Na+]. The catalyst is CO.C1COCC1. The product is [F:34][C:31]([F:32])([F:33])[C:28]1[CH:27]=[CH:26][C:25]([C:20]2[C:19]([C:17]([NH:16][C:11]3[CH:10]=[C:9]4[C:14]([CH:15]=[C:6]([C:4]([OH:5])=[O:3])[CH:7]=[N:8]4)=[CH:13][CH:12]=3)=[O:18])=[CH:24][CH:23]=[CH:22][CH:21]=2)=[CH:30][CH:29]=1. The yield is 0.570.